Dataset: Full USPTO retrosynthesis dataset with 1.9M reactions from patents (1976-2016). Task: Predict the reactants needed to synthesize the given product. The reactants are: [N:1]1([C:5]2[CH:10]=[C:9]([CH2:11][O:12][CH2:13][CH:14]3[CH2:16][CH2:15]3)[N:8]=[C:7](Cl)[N:6]=2)[CH2:4][CH2:3][CH2:2]1.[CH3:18][O:19][C:20]1[CH:21]=[C:22]([CH:24]=[CH:25][C:26]=1[N:27]1[CH:31]=[C:30]([CH3:32])[N:29]=[CH:28]1)[NH2:23].C(=O)([O-])[O-].[Cs+].[Cs+].C1(P(C2CCCCC2)C2C=CC=CC=2C2C=CC=CC=2)CCCCC1. Given the product [N:1]1([C:5]2[CH:10]=[C:9]([CH2:11][O:12][CH2:13][CH:14]3[CH2:16][CH2:15]3)[N:8]=[C:7]([NH:23][C:22]3[CH:24]=[CH:25][C:26]([N:27]4[CH:31]=[C:30]([CH3:32])[N:29]=[CH:28]4)=[C:20]([O:19][CH3:18])[CH:21]=3)[N:6]=2)[CH2:4][CH2:3][CH2:2]1, predict the reactants needed to synthesize it.